From a dataset of Full USPTO retrosynthesis dataset with 1.9M reactions from patents (1976-2016). Predict the reactants needed to synthesize the given product. (1) Given the product [F:14][C:15]([F:24])([F:23])[C:16]1[CH:21]=[CH:20][CH:19]=[CH:18][C:17]=1[O:1][CH2:2][C:3]1[CH:8]=[CH:7][N:6]=[C:5]([C:9]([O:11][CH2:12][CH3:13])=[O:10])[CH:4]=1, predict the reactants needed to synthesize it. The reactants are: [OH:1][CH2:2][C:3]1[CH:8]=[CH:7][N:6]=[C:5]([C:9]([O:11][CH2:12][CH3:13])=[O:10])[CH:4]=1.[F:14][C:15]([F:24])([F:23])[C:16]1[CH:21]=[CH:20][CH:19]=[CH:18][C:17]=1O.C1(P(C2C=CC=CC=2)C2C=CC=CC=2)C=CC=CC=1.N(C(OCC)=O)=NC(OCC)=O. (2) Given the product [C:1]([O:5][C:6]([N:8]([CH2:16][C:17]1[C:22]([O:23][C:24]([F:27])([F:26])[F:25])=[CH:21][N:20]=[C:19]([C:34]2[CH:35]=[CH:36][C:31]([C:30]([F:41])([F:40])[F:29])=[CH:32][CH:33]=2)[CH:18]=1)[C:9](=[O:15])[O:10][C:11]([CH3:14])([CH3:13])[CH3:12])=[O:7])([CH3:4])([CH3:3])[CH3:2], predict the reactants needed to synthesize it. The reactants are: [C:1]([O:5][C:6]([N:8]([CH2:16][C:17]1[C:22]([O:23][C:24]([F:27])([F:26])[F:25])=[CH:21][N:20]=[C:19](Cl)[CH:18]=1)[C:9](=[O:15])[O:10][C:11]([CH3:14])([CH3:13])[CH3:12])=[O:7])([CH3:4])([CH3:3])[CH3:2].[F:29][C:30]([F:41])([F:40])[C:31]1[CH:36]=[CH:35][C:34](B(O)O)=[CH:33][CH:32]=1.C(=O)([O-])[O-].[K+].[K+].O1CCOCC1. (3) Given the product [Cl:2][CH2:3][C:4]1[CH:13]=[CH:12][C:11]2[C:6](=[CH:7][CH:8]=[CH:9][CH:10]=2)[N:5]=1, predict the reactants needed to synthesize it. The reactants are: Cl.[Cl:2][CH2:3][C:4]1[CH:13]=[CH:12][C:11]2[C:6](=[CH:7][CH:8]=[CH:9][CH:10]=2)[N:5]=1.C([O-])(O)=O.[Na+]. (4) Given the product [F:19][C:5]1[CH:4]=[CH:3][C:2]([NH:1][C:29]([C:26]2[CH:25]=[CH:24][C:23]([O:22][CH:21]([F:32])[F:20])=[CH:28][N:27]=2)=[O:30])=[CH:7][C:6]=1[C@:8]1([CH3:18])[CH2:14][C:13]([CH3:16])([CH3:15])[O:12][CH2:11][C:10](=[S:17])[NH:9]1, predict the reactants needed to synthesize it. The reactants are: [NH2:1][C:2]1[CH:3]=[CH:4][C:5]([F:19])=[C:6]([C@:8]2([CH3:18])[CH2:14][C:13]([CH3:16])([CH3:15])[O:12][CH2:11][C:10](=[S:17])[NH:9]2)[CH:7]=1.[F:20][CH:21]([F:32])[O:22][C:23]1[CH:24]=[CH:25][C:26]([C:29](O)=[O:30])=[N:27][CH:28]=1. (5) Given the product [CH3:24][CH2:23][N+:13]([CH2:12][C:11]([NH:10][C:4]1[C:3]([CH3:2])=[CH:8][CH:7]=[CH:6][C:5]=1[CH3:9])=[O:25])([CH2:14][C:15]1[CH:16]=[CH:17][CH:18]=[CH:19][CH:20]=1)[CH2:21][CH3:22].[CH:30]1[CH:29]=[CH:28][C:27]([C:26]([O-:34])=[O:33])=[CH:32][CH:31]=1, predict the reactants needed to synthesize it. The reactants are: [OH-].[CH3:2][C:3]1[CH:8]=[CH:7][CH:6]=[C:5]([CH3:9])[C:4]=1[NH:10][C:11](=[O:25])[CH2:12][N+:13]([CH2:23][CH3:24])([CH2:21][CH3:22])[CH2:14][C:15]1[CH:20]=[CH:19][CH:18]=[CH:17][CH:16]=1.[C:26]([OH:34])(=[O:33])[C:27]1[CH:32]=[CH:31][CH:30]=[CH:29][CH:28]=1. (6) Given the product [C:10]1([NH:16][C:17]([N:26]2[CH2:27][CH2:28][C:29]3[N:21]=[C:22]([NH:30][C:31]([NH2:33])=[NH:32])[S:23][C:24]=3[CH2:25]2)=[O:18])[CH:15]=[CH:14][CH:13]=[CH:12][CH:11]=1, predict the reactants needed to synthesize it. The reactants are: C(N(C(C)C)CC)(C)C.[C:10]1([N:16]=[C:17]=[O:18])[CH:15]=[CH:14][CH:13]=[CH:12][CH:11]=1.Cl.Cl.[N:21]1[C:29]2[CH2:28][CH2:27][NH:26][CH2:25][C:24]=2[S:23][C:22]=1[NH:30][C:31]([NH2:33])=[NH:32].C(=O)([O-])[O-].[Na+].[Na+].